From a dataset of TCR-epitope binding with 47,182 pairs between 192 epitopes and 23,139 TCRs. Binary Classification. Given a T-cell receptor sequence (or CDR3 region) and an epitope sequence, predict whether binding occurs between them. (1) The epitope is RAKFKQLL. The TCR CDR3 sequence is CASSEAMLAGGRVETQYF. Result: 0 (the TCR does not bind to the epitope). (2) The epitope is TFYLTNDVSFL. The TCR CDR3 sequence is CASSDRTSGPHEQFF. Result: 0 (the TCR does not bind to the epitope).